This data is from Forward reaction prediction with 1.9M reactions from USPTO patents (1976-2016). The task is: Predict the product of the given reaction. (1) Given the reactants [F:1][C:2]([F:7])([F:6])[C:3]([OH:5])=[O:4].C(OC([NH:15][CH2:16][CH2:17][C:18]1[S:22]/[C:21](=[N:23]\[S:24]([C:27]2[CH:36]=[CH:35][CH:34]=[CH:33][C:28]=2[C:29]([O:31][CH3:32])=[O:30])(=[O:26])=[O:25])/[N:20]([CH2:37][C:38]2[C:47]3[C:42](=[CH:43][CH:44]=[CH:45][CH:46]=3)[CH:41]=[CH:40][CH:39]=2)[CH:19]=1)=O)(C)(C)C, predict the reaction product. The product is: [F:1][C:2]([F:7])([F:6])[C:3]([OH:5])=[O:4].[NH2:15][CH2:16][CH2:17][C:18]1[S:22]/[C:21](=[N:23]\[S:24]([C:27]2[CH:36]=[CH:35][CH:34]=[CH:33][C:28]=2[C:29]([O:31][CH3:32])=[O:30])(=[O:25])=[O:26])/[N:20]([CH2:37][C:38]2[C:47]3[C:42](=[CH:43][CH:44]=[CH:45][CH:46]=3)[CH:41]=[CH:40][CH:39]=2)[CH:19]=1. (2) Given the reactants [CH3:1][S:2](Cl)(=[O:4])=[O:3].Cl.[NH2:7][CH2:8][CH:9]1[CH2:12][CH:11]([NH:13][C:14]2[C:19]([C:20]3[CH:21]=[N:22][N:23]([CH3:25])[CH:24]=3)=[CH:18][N:17]=[C:16]([C:26]3[CH:31]=[CH:30][CH:29]=[C:28]([C:32]4[CH:33]=[N:34][N:35]([CH3:37])[CH:36]=4)[CH:27]=3)[N:15]=2)[CH2:10]1, predict the reaction product. The product is: [CH3:25][N:23]1[CH:24]=[C:20]([C:19]2[C:14]([NH:13][C@H:11]3[CH2:12][C@H:9]([CH2:8][NH:7][S:2]([CH3:1])(=[O:4])=[O:3])[CH2:10]3)=[N:15][C:16]([C:26]3[CH:31]=[CH:30][CH:29]=[C:28]([C:32]4[CH:33]=[N:34][N:35]([CH3:37])[CH:36]=4)[CH:27]=3)=[N:17][CH:18]=2)[CH:21]=[N:22]1. (3) Given the reactants [CH3:1][S:2]([C:5]1[N:10]=[CH:9][C:8]([O:11][C:12]2[CH:13]=[C:14]3[C:18](=[C:19]([O:21][CH:22]4[CH2:27][CH2:26][O:25][CH2:24][CH2:23]4)[CH:20]=2)[NH:17][C:16]([C:28]2[S:29][CH:30]([CH2:33][C:34](O)=[O:35])[CH2:31][N:32]=2)=[CH:15]3)=[CH:7][CH:6]=1)(=[O:4])=[O:3].O.O[N:39]1[C:43]2[CH:44]=[CH:45][CH:45]=[CH:44][C:43]=2[N:39]=N1.Cl.C(N=C=NCCCN(C)C)C.C1(N)CC1, predict the reaction product. The product is: [CH:43]1([NH:39][C:34](=[O:35])[CH2:33][CH:30]2[S:29][C:28]([C:16]3[NH:17][C:18]4[C:14]([CH:15]=3)=[CH:13][C:12]([O:11][C:8]3[CH:9]=[N:10][C:5]([S:2]([CH3:1])(=[O:3])=[O:4])=[CH:6][CH:7]=3)=[CH:20][C:19]=4[O:21][CH:22]3[CH2:27][CH2:26][O:25][CH2:24][CH2:23]3)=[N:32][CH2:31]2)[CH2:44][CH2:45]1. (4) Given the reactants [F:1][C:2]1[CH:7]=[CH:6][C:5]([C@H:8]2[CH2:10][C@@H:9]2[CH2:11][OH:12])=[CH:4][CH:3]=1.[Cl:13][C:14]1[C:19]([C:20]([F:23])([F:22])[F:21])=[C:18](Cl)[CH:17]=[CH:16][N:15]=1, predict the reaction product. The product is: [Cl:13][C:14]1[C:19]([C:20]([F:21])([F:22])[F:23])=[C:18]([O:12][CH2:11][C@H:9]2[CH2:10][C@@H:8]2[C:5]2[CH:4]=[CH:3][C:2]([F:1])=[CH:7][CH:6]=2)[CH:17]=[CH:16][N:15]=1.